From a dataset of Peptide-MHC class I binding affinity with 185,985 pairs from IEDB/IMGT. Regression. Given a peptide amino acid sequence and an MHC pseudo amino acid sequence, predict their binding affinity value. This is MHC class I binding data. The peptide sequence is AQRPAKYSY. The MHC is HLA-B15:01 with pseudo-sequence HLA-B15:01. The binding affinity (normalized) is 0.548.